Dataset: Reaction yield outcomes from USPTO patents with 853,638 reactions. Task: Predict the reaction yield, written as a fraction of the theoretical maximum amount of product (1.0 means a 100% yield; for example, 0.34 means a 34% yield). The reactants are [CH3:1][C:2]1[S:6][C:5]([SH:7])=[N:4][N:3]=1.Br[CH2:9][C:10](=[O:16])[C:11]([O:13][CH2:14][CH3:15])=[O:12]. The catalyst is C(Cl)Cl.C(#N)C. The product is [CH2:14]([O:13][C:11](=[O:12])[C:10](=[O:16])[CH2:9][S:7][C:5]1[S:6][C:2]([CH3:1])=[N:3][N:4]=1)[CH3:15]. The yield is 0.690.